The task is: Predict which catalyst facilitates the given reaction.. This data is from Catalyst prediction with 721,799 reactions and 888 catalyst types from USPTO. (1) Reactant: [CH3:1][O:2][C:3]([C@@:5]1([Cl:29])[C@H:7]([C:8]2[CH:13]=[CH:12][C:11](B3OC(C)(C)C(C)(C)O3)=[CH:10][CH:9]=2)[C@H:6]1[C:23]1[CH:28]=[CH:27][CH:26]=[CH:25][CH:24]=1)=[O:4].[Br-].[CH3:31][C:32]1[CH:33]=[N:34][CH:35]=[N:36][CH:37]=1.[F-].[Cs+]. Product: [CH3:1][O:2][C:3]([C@:5]1([Cl:29])[C@H:6]([C:23]2[CH:24]=[CH:25][CH:26]=[CH:27][CH:28]=2)[C@H:7]1[C:8]1[CH:13]=[CH:12][C:11]([C:35]2[N:36]=[CH:37][C:32]([CH3:31])=[CH:33][N:34]=2)=[CH:10][CH:9]=1)=[O:4]. The catalyst class is: 117. (2) Reactant: [F:1][C:2]1[CH:3]=[C:4]([CH:14]=[C:15]([F:17])[CH:16]=1)[CH2:5][C:6]1[O:10][N:9]=[C:8]([C:11]([OH:13])=O)[CH:7]=1.[O:18]1[CH2:22][CH2:21][CH:20]([CH2:23][NH2:24])[CH2:19]1.ON1C2C=CC=CC=2N=N1.Cl.C(N=C=NCCCN(C)C)C. Product: [O:18]1[CH2:22][CH2:21][CH:20]([CH2:23][NH:24][C:11]([C:8]2[CH:7]=[C:6]([CH2:5][C:4]3[CH:14]=[C:15]([F:17])[CH:16]=[C:2]([F:1])[CH:3]=3)[O:10][N:9]=2)=[O:13])[CH2:19]1. The catalyst class is: 229. (3) Reactant: C(OC([N:8]1[C:16]2[C:11](=[CH:12][CH:13]=[CH:14][C:15]=2[CH2:17][CH:18]=[C:19]([CH3:21])[CH3:20])[C:10]([C:22]2[O:23][C:24]([C:37](C)(C)[O:38][SiH2]C(C)(C)C)=[CH:25][C:26](=[O:36])[C:27]=2[O:28][Si](C(C)(C)C)(C)C)=[CH:9]1)=O)(C)(C)C.CCCC[N+](CCCC)(CCCC)CCCC.[F-]. Product: [OH:28][C:27]1[C:26](=[O:36])[CH:25]=[C:24]([CH2:37][OH:38])[O:23][C:22]=1[C:10]1[C:11]2[C:16](=[C:15]([CH2:17][CH:18]=[C:19]([CH3:21])[CH3:20])[CH:14]=[CH:13][CH:12]=2)[NH:8][CH:9]=1. The catalyst class is: 1. (4) Reactant: [C:1]1([C@@H:7]2[CH2:11][NH:10][C:9](=[O:12])[CH2:8]2)[CH:6]=[CH:5][CH:4]=[CH:3][CH:2]=1.[H-].[Na+].Br[CH2:16][C:17]([O:19][CH2:20][CH3:21])=[O:18]. Product: [CH2:20]([O:19][C:17]([CH2:16][N:10]1[CH2:11][C@@H:7]([C:1]2[CH:2]=[CH:3][CH:4]=[CH:5][CH:6]=2)[CH2:8][C:9]1=[O:12])=[O:18])[CH3:21]. The catalyst class is: 12. (5) Reactant: Cl[C:2]1[N:3]([CH2:18][CH2:19][CH3:20])[C:4](=[O:17])[C:5]2[NH:6][C:7]([C:11]3[CH:12]=[N:13][N:14]([CH3:16])[CH:15]=3)=[N:8][C:9]=2[N:10]=1.[CH3:21][O:22][C:23]1[CH:28]=[CH:27][C:26]([NH2:29])=[CH:25][CH:24]=1. Product: [CH3:21][O:22][C:23]1[CH:28]=[CH:27][C:26]([NH:29][C:2]2[N:3]([CH2:18][CH2:19][CH3:20])[C:4](=[O:17])[C:5]3[NH:6][C:7]([C:11]4[CH:12]=[N:13][N:14]([CH3:16])[CH:15]=4)=[N:8][C:9]=3[N:10]=2)=[CH:25][CH:24]=1. The catalyst class is: 51. (6) Reactant: [F:1][C:2]1[CH:10]=[CH:9][C:8]2[C:4](=[CH:5][N:6]([CH3:11])[N:7]=2)[C:3]=1[C@@H:12]1[CH2:14][C@H:13]1[C:15](OCC)=[O:16].[H-].C([Al+]CC(C)C)C(C)C.O. Product: [F:1][C:2]1[CH:10]=[CH:9][C:8]2[C:4](=[CH:5][N:6]([CH3:11])[N:7]=2)[C:3]=1[C@@H:12]1[CH2:14][C@H:13]1[CH2:15][OH:16]. The catalyst class is: 188. (7) Reactant: [I-].[Na+].Cl[CH2:4][CH2:5][CH2:6][CH2:7][N:8]1[C:16]([O:17]C)=[N:15][C:14]2[C:9]1=[N:10][C:11]([O:20][CH:21]1[CH2:25][CH2:24][CH2:23][CH2:22]1)=[N:12][C:13]=2[NH2:19].C(N(CC)C(C)C)(C)C.[CH3:35][CH:36]([N:38]1[CH2:43][CH2:42][NH:41][CH2:40][CH2:39]1)[CH3:37].[Cl-].N1CCNCC1. Product: [NH2:19][C:13]1[N:12]=[C:11]([O:20][CH:21]2[CH2:25][CH2:24][CH2:23][CH2:22]2)[N:10]=[C:9]2[C:14]=1[NH:15][C:16](=[O:17])[N:8]2[CH2:7][CH2:6][CH2:5][CH2:4][N:41]1[CH2:42][CH2:43][N:38]([CH:36]([CH3:37])[CH3:35])[CH2:39][CH2:40]1. The catalyst class is: 3.